This data is from Catalyst prediction with 721,799 reactions and 888 catalyst types from USPTO. The task is: Predict which catalyst facilitates the given reaction. (1) Reactant: Cl.[Cl:2][C:3]1[CH:4]=[C:5]([N:9]2[C:13]([CH2:14][NH2:15])=[CH:12][C:11]([C:16]([F:19])([F:18])[F:17])=[N:10]2)[CH:6]=[CH:7][CH:8]=1.[OH:20][CH2:21][C:22]([C:26]1[CH:31]=[CH:30][C:29]([NH:32][C:33](=O)[O:34]C2C=CC=CC=2)=[CH:28][C:27]=1[F:42])([CH3:25])[CH2:23][OH:24]. Product: [Cl:2][C:3]1[CH:4]=[C:5]([N:9]2[C:13]([CH2:14][NH:15][C:33]([NH:32][C:29]3[CH:30]=[CH:31][C:26]([C:22]([CH3:25])([CH2:21][OH:20])[CH2:23][OH:24])=[C:27]([F:42])[CH:28]=3)=[O:34])=[CH:12][C:11]([C:16]([F:17])([F:18])[F:19])=[N:10]2)[CH:6]=[CH:7][CH:8]=1. The catalyst class is: 3. (2) Reactant: Cl.[NH2:2][C@@H:3]([C:27]([F:30])([F:29])[F:28])[CH2:4][CH2:5][CH2:6][C@H:7]([N:10]([CH2:22][CH2:23][CH:24]([CH3:26])[CH3:25])[S:11]([C:14]1[CH:19]=[CH:18][C:17]([CH2:20][OH:21])=[CH:16][CH:15]=1)(=[O:13])=[O:12])[CH2:8][OH:9].[CH3:31][O:32][C:33]([NH:35][C@H:36]([C:50](O)=[O:51])[CH:37]([C:44]1[CH:49]=[CH:48][CH:47]=[CH:46][CH:45]=1)[C:38]1[CH:43]=[CH:42][CH:41]=[CH:40][CH:39]=1)=[O:34].CCN(C(C)C)C(C)C.C1CN([P+](Br)(N2CCCC2)N2CCCC2)CC1.F[P-](F)(F)(F)(F)F. Product: [OH:9][CH2:8][C@@H:7]([N:10]([S:11]([C:14]1[CH:19]=[CH:18][C:17]([CH2:20][OH:21])=[CH:16][CH:15]=1)(=[O:13])=[O:12])[CH2:22][CH2:23][CH:24]([CH3:25])[CH3:26])[CH2:6][CH2:5][CH2:4][C@@H:3]([NH:2][C:50](=[O:51])[C@H:36]([CH:37]([C:38]1[CH:39]=[CH:40][CH:41]=[CH:42][CH:43]=1)[C:44]1[CH:45]=[CH:46][CH:47]=[CH:48][CH:49]=1)[NH:35][C:33]([O:32][CH3:31])=[O:34])[C:27]([F:30])([F:28])[F:29]. The catalyst class is: 3.